This data is from Forward reaction prediction with 1.9M reactions from USPTO patents (1976-2016). The task is: Predict the product of the given reaction. (1) Given the reactants [Br:1][C:2]1[CH:7]=[CH:6][N:5]=[C:4]2[N:8]([S:14]([C:17]3[CH:22]=[CH:21][CH:20]=[CH:19][CH:18]=3)(=[O:16])=[O:15])[C:9]([C:11](=[O:13])[CH3:12])=[CH:10][C:3]=12.[CH3:23][Mg]Cl.C(O)(=O)C, predict the reaction product. The product is: [Br:1][C:2]1[CH:7]=[CH:6][N:5]=[C:4]2[N:8]([S:14]([C:17]3[CH:22]=[CH:21][CH:20]=[CH:19][CH:18]=3)(=[O:16])=[O:15])[C:9]([C:11]([OH:13])([CH3:23])[CH3:12])=[CH:10][C:3]=12. (2) The product is: [Cl:6][C:7]1[CH:8]=[C:9]([S:14][C:15]2[N:19]([CH:20]([CH3:21])[CH3:22])[N:18]=[C:17]([CH3:23])[C:16]=2[CH2:24][C:25]2[CH:21]=[CH:20][N:19]=[CH:15][CH:16]=2)[CH:10]=[C:11]([Cl:13])[CH:12]=1. Given the reactants [P](I)(I)(I)I.[Cl:6][C:7]1[CH:8]=[C:9]([S:14][C:15]2[N:19]([CH:20]([CH3:22])[CH3:21])[N:18]=[C:17]([CH3:23])[C:16]=2[C:24]2C=CN=C(C)[C:25]=2O)[CH:10]=[C:11]([Cl:13])[CH:12]=1.S(=O)(O)[O-].[Na+], predict the reaction product. (3) The product is: [Br:1][C:2]1[CH:11]=[CH:10][C:9]([C:12]([F:13])([F:14])[F:15])=[CH:8][C:3]=1[CH2:4][N:5]([CH2:6][CH3:7])[C:16](=[O:18])[CH3:17]. Given the reactants [Br:1][C:2]1[CH:11]=[CH:10][C:9]([C:12]([F:15])([F:14])[F:13])=[CH:8][C:3]=1[CH2:4][NH:5][CH2:6][CH3:7].[C:16](Cl)(=[O:18])[CH3:17], predict the reaction product.